Dataset: Peptide-MHC class I binding affinity with 185,985 pairs from IEDB/IMGT. Task: Regression. Given a peptide amino acid sequence and an MHC pseudo amino acid sequence, predict their binding affinity value. This is MHC class I binding data. (1) The peptide sequence is QTTNQQAEL. The MHC is Mamu-B1001 with pseudo-sequence Mamu-B1001. The binding affinity (normalized) is 0.0825. (2) The peptide sequence is ISNQEPLKL. The MHC is HLA-B07:02 with pseudo-sequence HLA-B07:02. The binding affinity (normalized) is 0.0847. (3) The peptide sequence is GLPVEYLQVPS. The MHC is HLA-A29:02 with pseudo-sequence HLA-A29:02. The binding affinity (normalized) is 0. (4) The peptide sequence is KGHLPLLDK. The MHC is HLA-B15:01 with pseudo-sequence HLA-B15:01. The binding affinity (normalized) is 0.0847. (5) The peptide sequence is RLLPAALAC. The MHC is HLA-A01:01 with pseudo-sequence HLA-A01:01. The binding affinity (normalized) is 0. (6) The peptide sequence is MAWGGSYIA. The MHC is HLA-A02:02 with pseudo-sequence HLA-A02:02. The binding affinity (normalized) is 0.479. (7) The peptide sequence is ILMDTICGT. The MHC is HLA-A01:01 with pseudo-sequence HLA-A01:01. The binding affinity (normalized) is 0.0847. (8) The peptide sequence is LKEKSSLRY. The MHC is HLA-A03:01 with pseudo-sequence HLA-A03:01. The binding affinity (normalized) is 0.0847.